This data is from Forward reaction prediction with 1.9M reactions from USPTO patents (1976-2016). The task is: Predict the product of the given reaction. Given the reactants [C:1]([C:3]1[C:11]2[C:6](=[CH:7][C:8]([O:12][CH2:13][CH2:14][CH2:15]I)=[CH:9][CH:10]=2)[N:5]([CH:17]2[CH2:20][CH2:19][CH2:18]2)[C:4]=1[C:21]1[CH:26]=[CH:25][C:24]([NH:27][C:28]([NH:30][CH:31]([CH3:33])[CH3:32])=[O:29])=[CH:23][CH:22]=1)#[N:2].[NH:34]1[CH:38]=[N:37][CH:36]=[N:35]1.[Na], predict the reaction product. The product is: [C:1]([C:3]1[C:11]2[C:6](=[CH:7][C:8]([O:12][CH2:13][CH2:14][CH2:15][N:34]3[CH:38]=[N:37][CH:36]=[N:35]3)=[CH:9][CH:10]=2)[N:5]([CH:17]2[CH2:20][CH2:19][CH2:18]2)[C:4]=1[C:21]1[CH:26]=[CH:25][C:24]([NH:27][C:28]([NH:30][CH:31]([CH3:33])[CH3:32])=[O:29])=[CH:23][CH:22]=1)#[N:2].